Task: Predict the product of the given reaction.. Dataset: Forward reaction prediction with 1.9M reactions from USPTO patents (1976-2016) Given the reactants [CH3:1][O:2][C:3]1[CH:32]=[CH:31][C:6]([CH2:7][N:8]2[C:12]([C:13]3[C:17]([N+:18]([O-:20])=[O:19])=[CH:16][N:15]([CH2:21][C:22]4[CH:27]=[CH:26][C:25]([O:28][CH3:29])=[CH:24][CH:23]=4)[N:14]=3)=[N:11][NH:10][C:9]2=[O:30])=[CH:5][CH:4]=1.[OH-].[Na+].[CH3:35]I, predict the reaction product. The product is: [CH3:1][O:2][C:3]1[CH:4]=[CH:5][C:6]([CH2:7][N:8]2[C:12]([C:13]3[C:17]([N+:18]([O-:20])=[O:19])=[CH:16][N:15]([CH2:21][C:22]4[CH:27]=[CH:26][C:25]([O:28][CH3:29])=[CH:24][CH:23]=4)[N:14]=3)=[N:11][N:10]([CH3:35])[C:9]2=[O:30])=[CH:31][CH:32]=1.